The task is: Predict the reactants needed to synthesize the given product.. This data is from Full USPTO retrosynthesis dataset with 1.9M reactions from patents (1976-2016). (1) Given the product [C:48]([O:13][C@@H:11]1[CH2:10][N:9]([C:14]2[CH:19]=[CH:18][N:17]3[N:20]=[CH:21][C:22]([C:23]([O:25][CH2:26][CH3:27])=[O:24])=[C:16]3[N:15]=2)[C@@H:8]([C:4]2[CH:5]=[CH:6][CH:7]=[C:2]([F:1])[CH:3]=2)[CH2:12]1)(=[O:50])[CH3:47], predict the reactants needed to synthesize it. The reactants are: [F:1][C:2]1[CH:3]=[C:4]([C@H:8]2[CH2:12][C@@H:11]([OH:13])[CH2:10][N:9]2[C:14]2[CH:19]=[CH:18][N:17]3[N:20]=[CH:21][C:22]([C:23]([O:25][CH2:26][CH3:27])=[O:24])=[C:16]3[N:15]=2)[CH:5]=[CH:6][CH:7]=1.C1C=CC(P(C2C=CC=CC=2)C2C=CC=CC=2)=CC=1.[CH3:47][CH:48]([O:50]C(/N=N/C(OC(C)C)=O)=O)C.C(O)(=O)C. (2) Given the product [C:24]([O:23][C:22]([N:21]([C:13]1[C:14]([CH3:20])([CH3:19])[S:15](=[O:18])(=[O:17])[CH2:16][C@:11]([C:3]2[CH:4]=[C:5]([N+:8]([O-:10])=[O:9])[CH:6]=[CH:7][C:2]=2[F:1])([CH3:29])[N:12]=1)[C:35](=[O:36])[O:34][C:31]([CH3:33])([CH3:32])[CH3:30])=[O:28])([CH3:27])([CH3:26])[CH3:25], predict the reactants needed to synthesize it. The reactants are: [F:1][C:2]1[CH:7]=[CH:6][C:5]([N+:8]([O-:10])=[O:9])=[CH:4][C:3]=1[C@:11]1([CH3:29])[CH2:16][S:15](=[O:18])(=[O:17])[C:14]([CH3:20])([CH3:19])[C:13]([NH:21][C:22](=[O:28])[O:23][C:24]([CH3:27])([CH3:26])[CH3:25])=[N:12]1.[CH3:30][C:31]([O:34][C:35](O[C:35]([O:34][C:31]([CH3:33])([CH3:32])[CH3:30])=[O:36])=[O:36])([CH3:33])[CH3:32]. (3) Given the product [CH3:13][CH:14]([N:16]1[CH2:21][CH2:20][N:19]([C:2]2[CH:7]=[CH:6][C:5]([N+:8]([O-:10])=[O:9])=[C:4]([O:11][CH3:12])[CH:3]=2)[CH2:18][CH2:17]1)[CH3:15], predict the reactants needed to synthesize it. The reactants are: Cl[C:2]1[CH:7]=[CH:6][C:5]([N+:8]([O-:10])=[O:9])=[C:4]([O:11][CH3:12])[CH:3]=1.[CH3:13][CH:14]([N:16]1[CH2:21][CH2:20][NH:19][CH2:18][CH2:17]1)[CH3:15].CC1(C)C2C(=C(P(C3C=CC=CC=3)C3C=CC=CC=3)C=CC=2)OC2C(P(C3C=CC=CC=3)C3C=CC=CC=3)=CC=CC1=2.C([O-])([O-])=O.[Cs+].[Cs+]. (4) The reactants are: [F:1][C:2]1([F:35])[O:7][C:6]2[CH:8]=[CH:9][C:10]([NH:12][C:13]([NH:15][C:16]3[CH:32]=[CH:31][C:19]([O:20][C:21]4[CH:26]=[CH:25][N:24]=[C:23]([C:27](OC)=[O:28])[CH:22]=4)=[CH:18][CH:17]=3)=[O:14])=[CH:11][C:5]=2[C:4]([F:34])([F:33])[O:3]1.[Cl-].[Mg+2].[Cl-].[NH2:39][CH2:40][CH2:41][CH2:42][N:43]1[CH:47]=[CH:46][N:45]=[CH:44]1. Given the product [N:43]1([CH2:42][CH2:41][CH2:40][NH:39][C:27]([C:23]2[CH:22]=[C:21]([O:20][C:19]3[CH:18]=[CH:17][C:16]([NH:15][C:13]([NH:12][C:10]4[CH:9]=[CH:8][C:6]5[O:7][C:2]([F:1])([F:35])[O:3][C:4]([F:34])([F:33])[C:5]=5[CH:11]=4)=[O:14])=[CH:32][CH:31]=3)[CH:26]=[CH:25][N:24]=2)=[O:28])[CH:47]=[CH:46][N:45]=[CH:44]1, predict the reactants needed to synthesize it. (5) Given the product [Cl:25][C:26]1[N:30]([CH3:31])[N:29]=[C:28]([CH3:32])[C:27]=1[S:33]([N:22]1[CH2:23][CH2:24][CH:19]([C:10]2[C:9]3[C:13](=[C:14]([C:16]([NH2:18])=[O:17])[CH:15]=[C:7]([C:1]4[CH:2]=[CH:3][CH:4]=[CH:5][CH:6]=4)[CH:8]=3)[NH:12][CH:11]=2)[CH2:20][CH2:21]1)(=[O:34])=[O:35], predict the reactants needed to synthesize it. The reactants are: [C:1]1([C:7]2[CH:8]=[C:9]3[C:13](=[C:14]([C:16]([NH2:18])=[O:17])[CH:15]=2)[NH:12][CH:11]=[C:10]3[CH:19]2[CH2:24][CH2:23][NH:22][CH2:21][CH2:20]2)[CH:6]=[CH:5][CH:4]=[CH:3][CH:2]=1.[Cl:25][C:26]1[N:30]([CH3:31])[N:29]=[C:28]([CH3:32])[C:27]=1[S:33](Cl)(=[O:35])=[O:34].C(N(CC)CC)C. (6) Given the product [CH3:1][S:2]([O:31][CH2:30][CH2:29][CH2:28][CH2:27][C:22]12[CH2:23][CH2:24][C:19]([C:15]3[CH:16]=[CH:17][CH:18]=[C:13]([O:12][CH:7]4[CH2:8][CH2:9][CH2:10][CH2:11][O:6]4)[CH:14]=3)([CH2:26][CH2:25]1)[O:20][CH2:21]2)(=[O:4])=[O:3], predict the reactants needed to synthesize it. The reactants are: [CH3:1][S:2](Cl)(=[O:4])=[O:3].[O:6]1[CH2:11][CH2:10][CH2:9][CH2:8][CH:7]1[O:12][C:13]1[CH:14]=[C:15]([C:19]23[CH2:26][CH2:25][C:22]([CH2:27][CH2:28][CH2:29][CH2:30][OH:31])([CH2:23][CH2:24]2)[CH2:21][O:20]3)[CH:16]=[CH:17][CH:18]=1. (7) The reactants are: [CH2:1]([O:8][C:9]([C:11]1[CH:16]=[CH:15][C:14]([OH:17])=[C:13]([C:18]([O:20][CH2:21][C:22]2[CH:27]=[CH:26][CH:25]=[CH:24][CH:23]=2)=[O:19])[CH:12]=1)=[O:10])[C:2]1[CH:7]=[CH:6][CH:5]=[CH:4][CH:3]=1.C(=O)([O-])[O-].[K+].[K+].[CH3:34][O:35][C:36](=[O:39])[CH2:37]Br. Given the product [CH2:1]([O:8][C:9](=[O:10])[C:11]1[CH:16]=[CH:15][C:14]([O:17][CH2:37][C:36]([O:35][CH3:34])=[O:39])=[C:13]([C:18]([O:20][CH2:21][C:22]2[CH:27]=[CH:26][CH:25]=[CH:24][CH:23]=2)=[O:19])[CH:12]=1)[C:2]1[CH:3]=[CH:4][CH:5]=[CH:6][CH:7]=1, predict the reactants needed to synthesize it. (8) Given the product [CH2:29]([O:28][C:19]1[CH:18]=[C:17]2[C:22](=[C:21]3[CH2:23][C:24]([CH3:27])([CH3:26])[O:25][C:20]=13)[C:13]([C:11]1[CH:10]=[CH:9][C:4]([C:5]([O:7][CH3:8])=[O:6])=[C:3]([NH:2][S:34]([CH3:33])(=[O:36])=[O:35])[CH:12]=1)=[N:14][C:15]([CH3:31])([CH3:32])[CH2:16]2)[CH3:30], predict the reactants needed to synthesize it. The reactants are: Cl.[NH2:2][C:3]1[CH:12]=[C:11]([C:13]2[C:22]3[C:17](=[CH:18][C:19]([O:28][CH2:29][CH3:30])=[C:20]4[O:25][C:24]([CH3:27])([CH3:26])[CH2:23][C:21]4=3)[CH2:16][C:15]([CH3:32])([CH3:31])[N:14]=2)[CH:10]=[CH:9][C:4]=1[C:5]([O:7][CH3:8])=[O:6].[CH3:33][S:34](Cl)(=[O:36])=[O:35]. (9) The reactants are: [CH2:1]([O:5][CH2:6][CH2:7][O:8][C:9]1[CH:14]=[CH:13][C:12]([C:15]2[CH:16]=[CH:17][C:18]3[N:24](C(=O)C(F)(F)F)[CH2:23][CH2:22][C:21]([C:31]([NH:33][C:34]4[CH:39]=[CH:38][C:37]([CH2:40][S:41]([C:44]5[CH:49]=[CH:48][CH:47]=[CH:46][N:45]=5)(=[O:43])=[O:42])=[CH:36][CH:35]=4)=[O:32])=[CH:20][C:19]=3[CH:50]=2)=[CH:11][CH:10]=1)[CH2:2][CH2:3][CH3:4].[BH4-].[Na+]. Given the product [CH2:1]([O:5][CH2:6][CH2:7][O:8][C:9]1[CH:10]=[CH:11][C:12]([C:15]2[CH:16]=[CH:17][C:18]3[NH:24][CH2:23][CH2:22][C:21]([C:31]([NH:33][C:34]4[CH:35]=[CH:36][C:37]([CH2:40][S:41]([C:44]5[CH:49]=[CH:48][CH:47]=[CH:46][N:45]=5)(=[O:43])=[O:42])=[CH:38][CH:39]=4)=[O:32])=[CH:20][C:19]=3[CH:50]=2)=[CH:13][CH:14]=1)[CH2:2][CH2:3][CH3:4], predict the reactants needed to synthesize it. (10) Given the product [Cl:41][CH2:40][C:7]1[O:6][C:5]([C:19]2[CH:20]=[CH:21][C:22]([O:25][CH3:26])=[CH:23][CH:24]=2)=[N:4][C:3]=1[CH2:2][O:1][CH:33]1[CH2:32][CH2:7][CH2:3][CH2:2][O:1]1, predict the reactants needed to synthesize it. The reactants are: [OH:1][CH2:2][C:3]1[N:4]=[C:5]([C:19]2[CH:24]=[CH:23][C:22]([O:25][CH3:26])=[CH:21][CH:20]=2)[O:6][C:7]=1COC1C=CC(C#N)=C(C)C=1.C(N([CH2:32][CH3:33])CC)C.CS(Cl)(=O)=O.Cl[CH2:40][Cl:41].